Dataset: Catalyst prediction with 721,799 reactions and 888 catalyst types from USPTO. Task: Predict which catalyst facilitates the given reaction. (1) Reactant: [C:1]([O:5][C@@H:6]([C:12]1[C:13]([CH3:43])=[N:14][C:15]2[N:16]([N:26]=[C:27]([C:29](=O)[NH:30][CH2:31][C:32](=O)[CH2:33][C:34]3[CH:39]=[CH:38][C:37]([F:40])=[CH:36][CH:35]=3)[CH:28]=2)[C:17]=1[N:18]1[CH2:23][CH2:22][C:21]([CH3:25])([CH3:24])[CH2:20][CH2:19]1)[C:7]([O:9][CH2:10][CH3:11])=[O:8])([CH3:4])([CH3:3])[CH3:2].COC1C=CC(P2(SP(C3C=CC(OC)=CC=3)(=S)S2)=[S:53])=CC=1. Product: [C:1]([O:5][C@@H:6]([C:12]1[C:13]([CH3:43])=[N:14][C:15]2[N:16]([N:26]=[C:27]([C:29]3[S:53][C:32]([CH2:33][C:34]4[CH:39]=[CH:38][C:37]([F:40])=[CH:36][CH:35]=4)=[CH:31][N:30]=3)[CH:28]=2)[C:17]=1[N:18]1[CH2:23][CH2:22][C:21]([CH3:25])([CH3:24])[CH2:20][CH2:19]1)[C:7]([O:9][CH2:10][CH3:11])=[O:8])([CH3:4])([CH3:3])[CH3:2]. The catalyst class is: 11. (2) Reactant: O[CH2:2][C:3]1[S:7][C:6]([NH:8][C:9](=[O:15])[O:10][C:11]([CH3:14])([CH3:13])[CH3:12])=[N:5][CH:4]=1.S(Cl)([Cl:18])=O. Product: [Cl:18][CH2:2][C:3]1[S:7][C:6]([NH:8][C:9](=[O:15])[O:10][C:11]([CH3:14])([CH3:13])[CH3:12])=[N:5][CH:4]=1. The catalyst class is: 2. (3) Reactant: [N+:1]([C:4]1[CH:5]=[C:6]([CH:9]=[CH:10][CH:11]=1)[C:7]#[N:8])([O-:3])=[O:2].[N-:12]=[N+:13]=[N-:14].[Na+].Cl.N.Cl. Product: [N+:1]([C:4]1[CH:5]=[C:6]([C:7]2[N:12]=[N:13][NH:14][N:8]=2)[CH:9]=[CH:10][CH:11]=1)([O-:3])=[O:2]. The catalyst class is: 18. (4) Reactant: [F:1][C:2]1[CH:7]=[CH:6][C:5]([C:8]2[C:28](=[O:29])[N:27]([CH3:30])[C:11]3[N:12]([CH3:26])[C:13]4[C:18]([C:10]=3[CH:9]=2)=[CH:17][C:16]([C:19]2[N:20]=[C:21]([CH2:24][OH:25])[S:22][CH:23]=2)=[CH:15][CH:14]=4)=[CH:4][CH:3]=1.[C:31](Cl)(=[O:36])[C:32]([CH3:35])([CH3:34])[CH3:33].O. Product: [F:1][C:2]1[CH:7]=[CH:6][C:5]([C:8]2[C:28](=[O:29])[N:27]([CH3:30])[C:11]3[N:12]([CH3:26])[C:13]4[C:18]([C:10]=3[CH:9]=2)=[CH:17][C:16]([C:19]2[N:20]=[C:21]([CH2:24][O:25][C:31](=[O:36])[C:32]([CH3:35])([CH3:34])[CH3:33])[S:22][CH:23]=2)=[CH:15][CH:14]=4)=[CH:4][CH:3]=1. The catalyst class is: 17. (5) Reactant: Cl.[F:2][C:3]([F:34])([F:33])[C:4]1[CH:5]=[C:6]([C@H:14]([O:16][C@H:17]2[CH2:25][CH2:24][C@@H:23]3[C@@H:19]([CH2:20][NH:21][CH2:22]3)[C@@H:18]2[C:26]2[CH:31]=[CH:30][C:29]([F:32])=[CH:28][CH:27]=2)[CH3:15])[CH:7]=[C:8]([C:10]([F:13])([F:12])[F:11])[CH:9]=1.[C:35]1(=O)[CH2:39][CH2:38][C:37](=[O:40])[CH2:36]1.CC1C=CC(S(O)(=O)=O)=CC=1. Product: [F:34][C:3]([F:2])([F:33])[C:4]1[CH:5]=[C:6]([C@H:14]([O:16][C@H:17]2[CH2:25][CH2:24][C@@H:23]3[C@@H:19]([CH2:20][N:21]([C:35]4[CH2:39][CH2:38][C:37](=[O:40])[CH:36]=4)[CH2:22]3)[C@@H:18]2[C:26]2[CH:27]=[CH:28][C:29]([F:32])=[CH:30][CH:31]=2)[CH3:15])[CH:7]=[C:8]([C:10]([F:13])([F:11])[F:12])[CH:9]=1. The catalyst class is: 11. (6) Reactant: Cl[C:2]1[N:7]=[C:6]([C:8]2[S:12][C:11]([CH2:13][CH3:14])=[N:10][C:9]=2[C:15]2[CH:16]=[C:17]([NH:21][C:22](=[O:31])[C:23]3[C:28]([F:29])=[CH:27][CH:26]=[CH:25][C:24]=3[F:30])[CH:18]=[CH:19][CH:20]=2)[CH:5]=[CH:4][N:3]=1.Cl.[N:33]1([CH:39]2[CH2:44][CH2:43][N:42]([C:45]3[CH:50]=[CH:49][C:48]([NH2:51])=[CH:47][C:46]=3[F:52])[CH2:41][CH2:40]2)[CH2:38][CH2:37][CH2:36][CH2:35][CH2:34]1.CC(O)C.Cl. Product: [N:33]1([CH:39]2[CH2:44][CH2:43][N:42]([C:45]3[CH:50]=[CH:49][C:48]([NH:51][C:2]4[N:7]=[C:6]([C:8]5[S:12][C:11]([CH2:13][CH3:14])=[N:10][C:9]=5[C:15]5[CH:16]=[C:17]([NH:21][C:22](=[O:31])[C:23]6[C:28]([F:29])=[CH:27][CH:26]=[CH:25][C:24]=6[F:30])[CH:18]=[CH:19][CH:20]=5)[CH:5]=[CH:4][N:3]=4)=[CH:47][C:46]=3[F:52])[CH2:41][CH2:40]2)[CH2:38][CH2:37][CH2:36][CH2:35][CH2:34]1. The catalyst class is: 12. (7) Reactant: C(=O)(O)[O-].[Na+].[CH3:6][C:7]1[CH:13]=[CH:12][CH:11]=[C:10]([CH3:14])[C:8]=1[NH2:9].[I:15][Cl:16].Cl. Product: [ClH:16].[I:15][C:12]1[CH:11]=[C:10]([CH3:14])[C:8]([NH2:9])=[C:7]([CH3:6])[CH:13]=1. The catalyst class is: 5. (8) Product: [OH:15][C@H:16]([CH2:17][NH:1][C:2]1[CH:3]=[CH:4][C:5]([N:8]2[CH2:13][CH2:12][O:11][CH2:10][C:9]2=[O:14])=[CH:6][CH:7]=1)[CH2:18][N:19]1[C:20](=[O:29])[C:21]2[C:26](=[CH:25][CH:24]=[CH:23][CH:22]=2)[C:27]1=[O:28]. Reactant: [NH2:1][C:2]1[CH:7]=[CH:6][C:5]([N:8]2[CH2:13][CH2:12][O:11][CH2:10][C:9]2=[O:14])=[CH:4][CH:3]=1.[O:15]1[CH2:17][C@@H:16]1[CH2:18][N:19]1[C:27](=[O:28])[C:26]2[C:21](=[CH:22][CH:23]=[CH:24][CH:25]=2)[C:20]1=[O:29]. The catalyst class is: 8. (9) Reactant: [OH:1][C:2]1[C:6]([C:7]#[N:8])=[C:5]([S:9][CH3:10])[S:4][N:3]=1.[CH:11]1([CH2:17]O)[CH2:16][CH2:15][CH2:14][CH2:13][CH2:12]1.C1(P(C2C=CC=CC=2)C2C=CC=CN=2)C=CC=CC=1.CN1CCN(C(N=NC(N2CCN(C)CC2)=O)=O)CC1. Product: [CH:11]1([CH2:17][O:1][C:2]2[C:6]([C:7]#[N:8])=[C:5]([S:9][CH3:10])[S:4][N:3]=2)[CH2:16][CH2:15][CH2:14][CH2:13][CH2:12]1. The catalyst class is: 20.